From a dataset of Full USPTO retrosynthesis dataset with 1.9M reactions from patents (1976-2016). Predict the reactants needed to synthesize the given product. (1) Given the product [Cl:1][C:2]1[CH:18]=[C:17]([CH:16]=[C:15]([F:21])[C:3]=1[C:4]1[S:24][C:7]2[C:8]([Cl:12])=[N:9][CH:10]=[CH:11][C:6]=2[N:5]=1)[C:19]#[N:20], predict the reactants needed to synthesize it. The reactants are: [Cl:1][C:2]1[CH:18]=[C:17]([C:19]#[N:20])[CH:16]=[C:15]([F:21])[C:3]=1[C:4](Cl)=[N:5][C:6]1[CH:11]=[CH:10][N:9]=[C:8]([Cl:12])[C:7]=1F.NC(N)=[S:24].N1C=CC=CC=1.C(N(CC)CC)C. (2) Given the product [F:2][C:3]1[C:4]([CH2:9][O:10][C:11]2[C:12]3[N:13]([C:18]([C:22]([NH:58][CH2:59][CH:60]([OH:65])[C:61]([F:64])([F:63])[F:62])=[O:23])=[C:19]([CH3:21])[N:20]=3)[CH:14]=[C:15]([CH3:17])[CH:16]=2)=[N:5][CH:6]=[CH:7][CH:8]=1, predict the reactants needed to synthesize it. The reactants are: Cl.[F:2][C:3]1[C:4]([CH2:9][O:10][C:11]2[C:12]3[N:13]([C:18]([C:22](O)=[O:23])=[C:19]([CH3:21])[N:20]=3)[CH:14]=[C:15]([CH3:17])[CH:16]=2)=[N:5][CH:6]=[CH:7][CH:8]=1.CN(C(ON1N=NC2C=CC=NC1=2)=[N+](C)C)C.F[P-](F)(F)(F)(F)F.C(N(CC)C(C)C)(C)C.[NH2:58][CH2:59][CH:60]([OH:65])[C:61]([F:64])([F:63])[F:62].C(O)(C(F)(F)F)=O. (3) Given the product [CH2:1]([N:3]1[CH:4]2[CH2:10][CH2:9][CH:8]1[CH2:7][CH:6]([C:11]1[N:16]3[N:17]=[C:18]([C:30]4[CH:31]=[CH:32][N:33]=[CH:34][CH:35]=4)[C:19]([C:20]4[CH:27]=[CH:26][C:23]([C:24]#[N:25])=[C:22]([OH:28])[CH:21]=4)=[C:15]3[N:14]=[CH:13][CH:12]=1)[CH2:5]2)[CH3:2], predict the reactants needed to synthesize it. The reactants are: [CH2:1]([N:3]1[CH:8]2[CH2:9][CH2:10][CH:4]1[CH2:5][CH:6]([C:11]1[N:16]3[N:17]=[C:18]([C:30]4[CH:35]=[CH:34][N:33]=[CH:32][CH:31]=4)[C:19]([C:20]4[CH:27]=[CH:26][C:23]([C:24]#[N:25])=[C:22]([O:28]C)[CH:21]=4)=[C:15]3[N:14]=[CH:13][CH:12]=1)[CH2:7]2)[CH3:2].B(Br)(Br)Br.